Dataset: Forward reaction prediction with 1.9M reactions from USPTO patents (1976-2016). Task: Predict the product of the given reaction. (1) The product is: [C:1]([N:5]1[C:9](=[O:10])[C:8]([NH:33][CH:30]2[CH2:31][CH2:32][N:27]([C:24]3[N:25]=[N:26][C:21]([Cl:20])=[CH:22][CH:23]=3)[CH2:28][CH2:29]2)=[C:7]([C:12]2[CH:17]=[CH:16][CH:15]=[CH:14][CH:13]=2)[S:6]1(=[O:19])=[O:18])([CH3:4])([CH3:3])[CH3:2]. Given the reactants [C:1]([N:5]1[C:9](=[O:10])[C:8](Cl)=[C:7]([C:12]2[CH:17]=[CH:16][CH:15]=[CH:14][CH:13]=2)[S:6]1(=[O:19])=[O:18])([CH3:4])([CH3:3])[CH3:2].[Cl:20][C:21]1[N:26]=[N:25][C:24]([N:27]2[CH2:32][CH2:31][CH:30]([NH2:33])[CH2:29][CH2:28]2)=[CH:23][CH:22]=1, predict the reaction product. (2) Given the reactants O[CH2:2][C:3]1[CH:4]=[C:5]([NH:9][C:10](=[O:14])[O:11][CH2:12][CH3:13])[CH:6]=[N:7][CH:8]=1.S(Cl)([Cl:17])=O, predict the reaction product. The product is: [ClH:17].[Cl:17][CH2:2][C:3]1[CH:4]=[C:5]([NH:9][C:10](=[O:14])[O:11][CH2:12][CH3:13])[CH:6]=[N:7][CH:8]=1. (3) Given the reactants [N:1]1[C:5]2[CH:6]=[CH:7][CH:8]=[CH:9][C:4]=2[NH:3][C:2]=1[CH2:10][C:11]#[N:12].[C:13]1([CH:19]([C:25]([CH3:27])=O)[C:20](OCC)=[O:21])[CH:18]=[CH:17][CH:16]=[CH:15][CH:14]=1.C([O-])(=O)C.[NH4+], predict the reaction product. The product is: [CH3:27][C:25]1[C:10]([C:11]#[N:12])=[C:2]2[N:3]([C:20](=[O:21])[C:19]=1[C:13]1[CH:18]=[CH:17][CH:16]=[CH:15][CH:14]=1)[C:4]1[CH:9]=[CH:8][CH:7]=[CH:6][C:5]=1[NH:1]2. (4) Given the reactants [NH2:1][CH2:2][CH2:3][CH2:4][C@H:5]([NH:21][C:22]([C:24]1[O:25][C:26]2[CH:32]=[CH:31][CH:30]=[CH:29][C:27]=2[CH:28]=1)=[O:23])[C:6]([NH:8][CH2:9][CH2:10][C:11]1[CH:20]=[CH:19][C:14]([C:15]([O:17][CH3:18])=[O:16])=[CH:13][CH:12]=1)=[O:7].[C:33]1([CH2:39][CH2:40][C:41](O)=[O:42])[CH:38]=[CH:37][CH:36]=[CH:35][CH:34]=1.C1C=CC2N(O)N=NC=2C=1, predict the reaction product. The product is: [O:25]1[C:26]2[CH:32]=[CH:31][CH:30]=[CH:29][C:27]=2[CH:28]=[C:24]1[C:22]([NH:21][C@@H:5]([CH2:4][CH2:3][CH2:2][NH:1][C:41](=[O:42])[CH2:40][CH2:39][C:33]1[CH:38]=[CH:37][CH:36]=[CH:35][CH:34]=1)[C:6]([NH:8][CH2:9][CH2:10][C:11]1[CH:20]=[CH:19][C:14]([C:15]([O:17][CH3:18])=[O:16])=[CH:13][CH:12]=1)=[O:7])=[O:23]. (5) Given the reactants [C:1]([O:4][C:5](=[O:7])[CH3:6])(=O)[CH3:2].[F:8][C:9]1[CH:14]=[C:13]([F:15])[CH:12]=[CH:11][C:10]=1[C@:16]12[CH2:25][O:24][C@@H](C=O)[CH2:22][C@H:21]1[CH2:20][S:19][C:18]([NH:28][C:29](=[O:36])[C:30]1[CH:35]=[CH:34][CH:33]=[CH:32][CH:31]=1)=[N:17]2.C(=O)([O-])[O-].[K+].[K+], predict the reaction product. The product is: [C:5]([O:4][CH:1]=[C:2]1[O:24][CH2:25][C@:16]2([C:10]3[CH:11]=[CH:12][C:13]([F:15])=[CH:14][C:9]=3[F:8])[N:17]=[C:18]([NH:28][C:29](=[O:36])[C:30]3[CH:31]=[CH:32][CH:33]=[CH:34][CH:35]=3)[S:19][CH2:20][C@@H:21]2[CH2:22]1)(=[O:7])[CH3:6]. (6) Given the reactants [CH3:1][O:2][C:3]1[CH:8]=[CH:7][C:6]([NH2:9])=[CH:5][CH:4]=1.[F:10][C:11]([F:21])([F:20])[C:12](=O)[CH2:13][C:14](OCC)=[O:15], predict the reaction product. The product is: [F:10][C:11]([F:21])([F:20])[C:12]1[C:7]2[C:6](=[CH:5][CH:4]=[C:3]([O:2][CH3:1])[CH:8]=2)[N:9]=[C:14]([OH:15])[CH:13]=1. (7) Given the reactants [Cl:1][C:2]1[CH:3]=[C:4]([CH:8]=[CH:9][C:10]=1[F:11])[C:5]([OH:7])=O.CN(C(ON1N=NC2C=CC=NC1=2)=[N+](C)C)C.F[P-](F)(F)(F)(F)F.[N:36]1[CH:41]=[CH:40][CH:39]=[CH:38][C:37]=1[C@@:42]12[O:50][CH2:49][O:48][C@@H:43]1[CH2:44][NH:45][CH2:46][CH2:47]2.C(N(CC)CC)C, predict the reaction product. The product is: [N:36]1[CH:41]=[CH:40][CH:39]=[CH:38][C:37]=1[C@@:42]12[O:50][CH2:49][O:48][C@@H:43]1[CH2:44][N:45]([C:5]([C:4]1[CH:8]=[CH:9][C:10]([F:11])=[C:2]([Cl:1])[CH:3]=1)=[O:7])[CH2:46][CH2:47]2. (8) Given the reactants [CH2:1]([N:8]1[C:13](=[O:14])[C:12]2[CH2:15][CH2:16][CH2:17][NH:18][C:11]=2[N:10]=[C:9]1[CH:19]([NH:22][CH2:23][CH2:24][N:25]([CH3:27])[CH3:26])[CH2:20][CH3:21])[C:2]1[CH:7]=[CH:6][CH:5]=[CH:4][CH:3]=1.C(N(CC)C(C)C)(C)C.[Br:37][C:38]1[CH:46]=[CH:45][C:41]([C:42](Cl)=[O:43])=[CH:40][CH:39]=1, predict the reaction product. The product is: [CH2:1]([N:8]1[C:13](=[O:14])[C:12]2[CH2:15][CH2:16][CH2:17][NH:18][C:11]=2[N:10]=[C:9]1[CH:19]([N:22]([CH2:23][CH2:24][N:25]([CH3:27])[CH3:26])[C:42](=[O:43])[C:41]1[CH:45]=[CH:46][C:38]([Br:37])=[CH:39][CH:40]=1)[CH2:20][CH3:21])[C:2]1[CH:3]=[CH:4][CH:5]=[CH:6][CH:7]=1. (9) Given the reactants [F:1][C:2]1[CH:3]=[C:4]([C:10]2[CH:15]=[CH:14][C:13]([O:16]C)=[CH:12][CH:11]=2)[CH:5]=[CH:6][C:7]=1[C:8]#[N:9].B(Br)(Br)Br, predict the reaction product. The product is: [F:1][C:2]1[CH:3]=[C:4]([C:10]2[CH:15]=[CH:14][C:13]([OH:16])=[CH:12][CH:11]=2)[CH:5]=[CH:6][C:7]=1[C:8]#[N:9]. (10) Given the reactants [CH2:1]([NH:4][C:5]1[C:9]([C:10](=[O:13])[CH:11]=[CH2:12])=[CH:8][N:7]([CH2:14][C:15]2[CH:20]=[CH:19][C:18]([O:21][CH3:22])=[CH:17][CH:16]=2)[N:6]=1)C=C, predict the reaction product. The product is: [CH3:22][O:21][C:18]1[CH:17]=[CH:16][C:15]([CH2:14][N:7]2[CH:8]=[C:9]3[C:5]([NH:4][CH2:1][CH:12]=[CH:11][C:10]3=[O:13])=[N:6]2)=[CH:20][CH:19]=1.